From a dataset of Catalyst prediction with 721,799 reactions and 888 catalyst types from USPTO. Predict which catalyst facilitates the given reaction. (1) Reactant: [Cl:1][C:2]1[C:7]([Cl:8])=[CH:6][CH:5]=[CH:4][C:3]=1[CH2:9][CH2:10][OH:11].[H-].[Na+].Cl[CH2:15][C:16]([O-:18])=[O:17].[Na+]. Product: [Cl:1][C:2]1[C:7]([Cl:8])=[CH:6][CH:5]=[CH:4][C:3]=1[CH2:9][CH2:10][O:11][CH2:15][C:16]([OH:18])=[O:17]. The catalyst class is: 3. (2) Reactant: [NH:1]1[CH:5]=[C:4]([C:6]([O:8][CH2:9][CH3:10])=[O:7])[CH:3]=[N:2]1.[H-].[Na+].F[C:14]1[CH:19]=[CH:18][C:17]([S:20]([CH3:23])(=[O:22])=[O:21])=[CH:16][CH:15]=1.O. Product: [CH2:9]([O:8][C:6]([C:4]1[CH:5]=[N:1][N:2]([C:14]2[CH:19]=[CH:18][C:17]([S:20]([CH3:23])(=[O:22])=[O:21])=[CH:16][CH:15]=2)[CH:3]=1)=[O:7])[CH3:10]. The catalyst class is: 16. (3) Reactant: ClC1N=NC(N)=CC=1C.[Cl:10][C:11]1[N:16]=[N:15][C:14]([NH2:17])=[C:13]([CH3:18])[CH:12]=1.Cl[CH:20]([C:26](=O)[CH3:27])[C:21]([O:23][CH2:24][CH3:25])=[O:22]. Product: [Cl:10][C:11]1[CH:12]=[C:13]([CH3:18])[C:14]2[N:15]([C:20]([C:21]([O:23][CH2:24][CH3:25])=[O:22])=[C:26]([CH3:27])[N:17]=2)[N:16]=1. The catalyst class is: 14. (4) Reactant: [O:1]([C:8]1[CH:9]=[C:10]([N:14]([CH2:22][C:23]2[CH:28]=[CH:27][CH:26]=[C:25]([O:29][C:30]([F:35])([F:34])[CH:31]([F:33])[F:32])[CH:24]=2)[CH2:15][CH:16](O)[C:17]([F:20])([F:19])[F:18])[CH:11]=[CH:12][CH:13]=1)[C:2]1[CH:7]=[CH:6][CH:5]=[CH:4][CH:3]=1.C(N(S(F)(F)[F:42])CC)C. Product: [O:1]([C:8]1[CH:9]=[C:10]([N:14]([CH2:15][CH:16]([F:42])[C:17]([F:18])([F:19])[F:20])[CH2:22][C:23]2[CH:28]=[CH:27][CH:26]=[C:25]([O:29][C:30]([F:35])([F:34])[CH:31]([F:32])[F:33])[CH:24]=2)[CH:11]=[CH:12][CH:13]=1)[C:2]1[CH:3]=[CH:4][CH:5]=[CH:6][CH:7]=1. The catalyst class is: 4. (5) Reactant: [CH3:1][O:2][C:3]1[CH:4]=[C:5]([N:13](C(OC(C)(C)C)=O)[NH2:14])[CH:6]=[CH:7][C:8]=1[C:9]([O:11][CH3:12])=[O:10].[ClH:22]. Product: [ClH:22].[NH:13]([C:5]1[CH:6]=[CH:7][C:8]([C:9]([O:11][CH3:12])=[O:10])=[C:3]([O:2][CH3:1])[CH:4]=1)[NH2:14]. The catalyst class is: 12.